The task is: Predict the reaction yield, written as a fraction of the theoretical maximum amount of product (1.0 means a 100% yield; for example, 0.34 means a 34% yield).. This data is from Reaction yield outcomes from USPTO patents with 853,638 reactions. The catalyst is CN1C(=O)CCC1.Cl[Cu]. The product is [Cl:38][C:32]1[C:33]([Cl:37])=[CH:34][CH:35]=[CH:36][C:31]=1[N:28]1[CH2:27][CH2:26][N:25]([CH2:24][C:23]2[CH:39]=[CH:40][C:20]([O:1][C:2]3[CH:11]=[C:10]4[C:5]([CH2:6][CH2:7][C:8](=[O:12])[NH:9]4)=[CH:4][CH:3]=3)=[CH:21][CH:22]=2)[CH2:30][CH2:29]1. The reactants are [OH:1][C:2]1[CH:11]=[C:10]2[C:5]([CH2:6][CH2:7][C:8](=[O:12])[NH:9]2)=[CH:4][CH:3]=1.C([O-])([O-])=O.[Cs+].[Cs+].Br[C:20]1[CH:40]=[CH:39][C:23]([CH2:24][N:25]2[CH2:30][CH2:29][N:28]([C:31]3[CH:36]=[CH:35][CH:34]=[C:33]([Cl:37])[C:32]=3[Cl:38])[CH2:27][CH2:26]2)=[CH:22][CH:21]=1.CC(C(CC(C(C)(C)C)=O)=O)(C)C. The yield is 0.350.